Task: Predict the reactants needed to synthesize the given product.. Dataset: Full USPTO retrosynthesis dataset with 1.9M reactions from patents (1976-2016) (1) Given the product [NH2:1][C:2]1[CH:3]=[C:4]([C:5]([N:12]2[CH2:17][CH2:16][CH2:15][C@@H:14]3[C:18]4[CH:19]=[CH:20][CH:21]=[CH:22][C:23]=4[CH2:24][C@H:13]23)=[O:7])[CH:8]=[CH:9][C:10]=1[Cl:11], predict the reactants needed to synthesize it. The reactants are: [NH2:1][C:2]1[CH:3]=[C:4]([CH:8]=[CH:9][C:10]=1[Cl:11])[C:5]([OH:7])=O.[NH:12]1[CH2:17][CH2:16][CH2:15][C@@H:14]2[C:18]3[CH:19]=[CH:20][CH:21]=[CH:22][C:23]=3[CH2:24][C@H:13]12.F[P-](F)(F)(F)(F)F.N1(OC(N(C)C)=[N+](C)C)C2N=CC=CC=2N=N1. (2) The reactants are: [N:1]1[CH:6]=[CH:5][C:4]([C:7]2[C:8](=[O:17])[NH:9][C:10]3[C:15]([CH:16]=2)=[CH:14][CH:13]=[CH:12][CH:11]=3)=[CH:3][CH:2]=1.Cl.[H][H]. Given the product [NH:1]1[CH2:2][CH2:3][CH:4]([C:7]2[C:8](=[O:17])[NH:9][C:10]3[C:15]([CH:16]=2)=[CH:14][CH:13]=[CH:12][CH:11]=3)[CH2:5][CH2:6]1, predict the reactants needed to synthesize it. (3) Given the product [C:31]([O:30][C:28]([NH:27][CH:9]([NH:8][C:6]([O:5][C:1]([CH3:4])([CH3:3])[CH3:2])=[O:7])[CH:10]1[CH2:11][NH:12][CH2:13]1)=[O:29])([CH3:34])([CH3:33])[CH3:32], predict the reactants needed to synthesize it. The reactants are: [C:1]([O:5][C:6]([NH:8][CH:9]([NH:27][C:28]([O:30][C:31]([CH3:34])([CH3:33])[CH3:32])=[O:29])[CH:10]1[CH2:13][N:12](C(C2C=CC=CC=2)C2C=CC=CC=2)[CH2:11]1)=[O:7])([CH3:4])([CH3:3])[CH3:2]. (4) Given the product [CH3:15][O:14][C:11]1[CH:12]=[CH:13][C:8]([NH:7][C:5]2[S:6][C:2]([C:18]3[CH:19]=[CH:20][S:16][CH:17]=3)=[CH:3][N:4]=2)=[CH:9][CH:10]=1, predict the reactants needed to synthesize it. The reactants are: Br[C:2]1[S:6][C:5]([NH:7][C:8]2[CH:13]=[CH:12][C:11]([O:14][CH3:15])=[CH:10][CH:9]=2)=[N:4][CH:3]=1.[S:16]1[CH:20]=[CH:19][C:18](B(O)O)=[CH:17]1.C([O-])([O-])=O.[Na+].[Na+].O. (5) Given the product [Br:23][C:24]1[C:25]([Cl:33])=[CH:26][C:27]([Cl:32])=[C:28]([CH:29]=1)[CH2:30][N:20]1[CH2:21][CH2:22][C:5]2([O:4][C:3](=[O:2])[N:7]([C:8]3[CH:17]=[CH:16][C:11]([C:12]([O:14][CH3:15])=[O:13])=[CH:10][CH:9]=3)[CH2:6]2)[CH2:18][CH2:19]1, predict the reactants needed to synthesize it. The reactants are: Cl.[O:2]=[C:3]1[N:7]([C:8]2[CH:17]=[CH:16][C:11]([C:12]([O:14][CH3:15])=[O:13])=[CH:10][CH:9]=2)[CH2:6][C:5]2([CH2:22][CH2:21][NH:20][CH2:19][CH2:18]2)[O:4]1.[Br:23][C:24]1[CH:29]=[C:28]([CH2:30]Br)[C:27]([Cl:32])=[CH:26][C:25]=1[Cl:33].